Task: Predict which catalyst facilitates the given reaction.. Dataset: Catalyst prediction with 721,799 reactions and 888 catalyst types from USPTO (1) Reactant: [NH2:1][C:2]1[N:7]=[C:6]([N:8]2[C@H:13]([CH3:14])[CH2:12][CH2:11][C@H:10]([C:15](O)=[O:16])[CH2:9]2)[CH:5]=[C:4]([C:18]2[CH:23]=[CH:22][C:21]([C:24]#[N:25])=[C:20]([F:26])[CH:19]=2)[N:3]=1.CN(C(ON1N=N[C:37]2[CH:38]=[CH:39][CH:40]=[N:41][C:36]1=2)=[N+](C)C)C.F[P-](F)(F)(F)(F)F.CCN(C(C)C)C(C)C.C1(N)CCCC1. Product: [NH2:1][C:2]1[N:7]=[C:6]([N:8]2[C@H:13]([CH3:14])[CH2:12][CH2:11][C@H:10]([C:15]([NH:41][CH:36]3[CH2:37][CH2:38][CH2:39][CH2:40]3)=[O:16])[CH2:9]2)[CH:5]=[C:4]([C:18]2[CH:23]=[CH:22][C:21]([C:24]#[N:25])=[C:20]([F:26])[CH:19]=2)[N:3]=1. The catalyst class is: 18. (2) Reactant: C[O-].[Na+:3].CO.[CH3:6][C:7]1[CH:8]=[N:9][C:10]([CH2:16][S+:17]([O-:29])[C:18]2[NH:19][C:20]3[CH:21]=[CH:22][C:23]([O:27][CH3:28])=[CH:24][C:25]=3[N:26]=2)=[C:11]([CH3:15])[C:12]=1[O:13][CH3:14].CC(C)=O. Product: [CH3:6][C:7]1[CH:8]=[N:9][C:10]([CH2:16][S+:17]([O-:29])[C:18]2[N-:19][C:20]3[CH:21]=[CH:22][C:23]([O:27][CH3:28])=[CH:24][C:25]=3[N:26]=2)=[C:11]([CH3:15])[C:12]=1[O:13][CH3:14].[Na+:3]. The catalyst class is: 824. (3) Reactant: [Cl:1][C:2]1[C:3]([OH:10])=[CH:4][CH:5]=[C:6]([CH:9]=1)[CH:7]=[O:8].C(N(C(C)C)CC)(C)C.[CH3:20][Si:21]([CH3:28])([CH3:27])[CH2:22][CH2:23][O:24][CH2:25]Cl.O. Product: [Cl:1][C:2]1[CH:9]=[C:6]([CH:5]=[CH:4][C:3]=1[O:10][CH2:25][O:24][CH2:23][CH2:22][Si:21]([CH3:28])([CH3:27])[CH3:20])[CH:7]=[O:8]. The catalyst class is: 2. (4) Reactant: [C:1]1([C:7]#[C:8][C:9]2[N:13]3[CH:14]=[CH:15][CH:16]=[CH:17][C:12]3=[N:11][C:10]=2[CH2:18]O)[CH:6]=[CH:5][CH:4]=[CH:3][CH:2]=1.S(Cl)([Cl:22])=O. Product: [Cl:22][CH2:18][C:10]1[N:11]=[C:12]2[CH:17]=[CH:16][CH:15]=[CH:14][N:13]2[C:9]=1[C:8]#[C:7][C:1]1[CH:6]=[CH:5][CH:4]=[CH:3][CH:2]=1. The catalyst class is: 4.